This data is from Reaction yield outcomes from USPTO patents with 853,638 reactions. The task is: Predict the reaction yield, written as a fraction of the theoretical maximum amount of product (1.0 means a 100% yield; for example, 0.34 means a 34% yield). (1) The reactants are [Si:1]([O:18][CH:19]1[CH2:22][N:21]([C:23]2[S:24][CH:25]=[C:26]([C:28](OCC)=[O:29])[N:27]=2)[CH2:20]1)([C:14]([CH3:17])([CH3:16])[CH3:15])([C:8]1[CH:13]=[CH:12][CH:11]=[CH:10][CH:9]=1)[C:2]1[CH:7]=[CH:6][CH:5]=[CH:4][CH:3]=1.[Si:33]([O:50][CH2:51][C@@H:52]([NH2:57])[CH2:53][CH:54]([CH3:56])[CH3:55])([C:46]([CH3:49])([CH3:48])[CH3:47])([C:40]1[CH:45]=[CH:44][CH:43]=[CH:42][CH:41]=1)[C:34]1[CH:39]=[CH:38][CH:37]=[CH:36][CH:35]=1.C[Al](C)C.C(O)(=O)C.C(OCC)(=O)C. The catalyst is C1C=CC=CC=1. The product is [Si:1]([O:18][CH:19]1[CH2:22][N:21]([C:23]2[S:24][CH:25]=[C:26]([C:28](=[O:29])[NH:57][C@H:52]([CH2:51][O:50][Si:33]([C:46]([CH3:48])([CH3:47])[CH3:49])([C:34]3[CH:39]=[CH:38][CH:37]=[CH:36][CH:35]=3)[C:40]3[CH:45]=[CH:44][CH:43]=[CH:42][CH:41]=3)[CH2:53][CH:54]([CH3:56])[CH3:55])[N:27]=2)[CH2:20]1)([C:14]([CH3:17])([CH3:15])[CH3:16])([C:2]1[CH:7]=[CH:6][CH:5]=[CH:4][CH:3]=1)[C:8]1[CH:13]=[CH:12][CH:11]=[CH:10][CH:9]=1. The yield is 0.640. (2) The reactants are C(Cl)Cl.[Br:4][C:5]1[CH:10]=[CH:9][C:8]([CH2:11]Br)=[C:7]([Cl:13])[CH:6]=1.[C-:14]#[N:15].[Na+]. The catalyst is [Br-].C([N+](CCCC)(CCCC)CCCC)CCC.O. The product is [Br:4][C:5]1[CH:10]=[CH:9][C:8]([CH2:11][C:14]#[N:15])=[C:7]([Cl:13])[CH:6]=1. The yield is 0.570. (3) The reactants are [Br:1][C:2]1[N:7]=[CH:6][C:5]2[N:8]=[C:9]([CH2:14][OH:15])[N:10]([CH:11]([CH3:13])[CH3:12])[C:4]=2[CH:3]=1.[Mn]([O-])(=O)(=O)=[O:17].[K+].CC(C)=O. The catalyst is O. The product is [Br:1][C:2]1[N:7]=[CH:6][C:5]2[N:8]=[C:9]([C:14]([OH:17])=[O:15])[N:10]([CH:11]([CH3:12])[CH3:13])[C:4]=2[CH:3]=1. The yield is 0.760. (4) The yield is 0.530. The product is [C:1]([O:5][C:6]([N:8]1[CH2:9][CH:10]([CH2:12][C:13]2[S:21][C:20]3[C:19]([N:22]4[CH2:23][CH2:24][O:25][CH2:26][CH2:27]4)=[N:18][C:17]([N:28]4[C:32]5[CH:33]=[CH:34][CH:35]=[CH:36][C:31]=5[N:30]=[C:29]4[CH2:37][CH3:38])=[N:16][C:15]=3[CH:14]=2)[CH2:11]1)=[O:7])([CH3:4])([CH3:3])[CH3:2]. The catalyst is CCO.[Pd]. The reactants are [C:1]([O:5][C:6]([N:8]1[CH2:11][C:10](=[CH:12][C:13]2[S:21][C:20]3[C:19]([N:22]4[CH2:27][CH2:26][O:25][CH2:24][CH2:23]4)=[N:18][C:17]([N:28]4[C:32]5[CH:33]=[CH:34][CH:35]=[CH:36][C:31]=5[N:30]=[C:29]4[CH2:37][CH3:38])=[N:16][C:15]=3[CH:14]=2)[CH2:9]1)=[O:7])([CH3:4])([CH3:3])[CH3:2]. (5) The reactants are [S:1]1[CH:5]=[C:4]([C:6]2[N:15]=[C:14]([C:16]([OH:18])=O)[C:13]3[C:8](=[CH:9][CH:10]=[CH:11][CH:12]=3)[N:7]=2)[N:3]=[CH:2]1.Cl.[OH:20][C:21]1[C:30]([O:31][CH3:32])=[CH:29][CH:28]=[C:27]2[C:22]=1[CH2:23][CH2:24][NH:25][CH2:26]2. No catalyst specified. The product is [S:1]1[CH:5]=[C:4]([C:6]2[N:15]=[C:14]([C:16]([N:25]3[CH2:24][CH2:23][C:22]4[C:27](=[CH:28][CH:29]=[C:30]([O:31][CH3:32])[C:21]=4[OH:20])[CH2:26]3)=[O:18])[C:13]3[C:8](=[CH:9][CH:10]=[CH:11][CH:12]=3)[N:7]=2)[N:3]=[CH:2]1. The yield is 0.0900. (6) The reactants are Cl[C:2]1[N:7]=[C:6]([C:8]2[S:12][C:11]([CH:13]([CH3:15])[CH3:14])=[N:10][C:9]=2[C:16]2[CH:17]=[CH:18][C:19]([F:34])=[C:20]([NH:22][S:23]([C:26]3[CH:31]=[C:30]([F:32])[CH:29]=[CH:28][C:27]=3[F:33])(=[O:25])=[O:24])[CH:21]=2)[CH:5]=[CH:4][N:3]=1.[CH3:35][S:36]([N:39]1[CH2:44][CH2:43][CH:42]([NH2:45])[CH2:41][CH2:40]1)(=[O:38])=[O:37]. The catalyst is C1COCC1. The product is [F:33][C:27]1[CH:28]=[CH:29][C:30]([F:32])=[CH:31][C:26]=1[S:23]([NH:22][C:20]1[CH:21]=[C:16]([C:9]2[N:10]=[C:11]([CH:13]([CH3:15])[CH3:14])[S:12][C:8]=2[C:6]2[CH:5]=[CH:4][N:3]=[C:2]([NH:45][CH:42]3[CH2:43][CH2:44][N:39]([S:36]([CH3:35])(=[O:38])=[O:37])[CH2:40][CH2:41]3)[N:7]=2)[CH:17]=[CH:18][C:19]=1[F:34])(=[O:25])=[O:24]. The yield is 0.840.